From a dataset of TCR-epitope binding with 47,182 pairs between 192 epitopes and 23,139 TCRs. Binary Classification. Given a T-cell receptor sequence (or CDR3 region) and an epitope sequence, predict whether binding occurs between them. The epitope is VLWAHGFEL. The TCR CDR3 sequence is CASSRTPNTGELFF. Result: 1 (the TCR binds to the epitope).